This data is from Reaction yield outcomes from USPTO patents with 853,638 reactions. The task is: Predict the reaction yield, written as a fraction of the theoretical maximum amount of product (1.0 means a 100% yield; for example, 0.34 means a 34% yield). (1) The reactants are [Cl:1][C:2]1[CH:7]2[CH2:8][CH:4]([CH2:5][CH2:6]2)[C:3]=1[CH:9]=O.C1(P(C2C=CC=CC=2)(C2C=CC=CC=2)=[CH:18][C:19]([O:21][CH2:22][CH3:23])=[O:20])C=CC=CC=1. The catalyst is C(Cl)Cl. The product is [Cl:1][C:2]1[CH:7]2[CH2:8][CH:4]([CH2:5][CH2:6]2)[C:3]=1/[CH:9]=[CH:18]/[C:19]([O:21][CH2:22][CH3:23])=[O:20]. The yield is 0.460. (2) The catalyst is C(Cl)Cl. The yield is 0.990. The reactants are [F:1][C:2]1[CH:3]=[C:4]([CH2:11][OH:12])[CH:5]=[CH:6][C:7]=1[N+:8]([O-:10])=[O:9].FC(F)(F)S(O[Si:19]([CH:26]([CH3:28])[CH3:27])([CH:23]([CH3:25])[CH3:24])[CH:20]([CH3:22])[CH3:21])(=O)=O.CC1C=CC=C(C)N=1. The product is [F:1][C:2]1[CH:3]=[C:4]([CH:5]=[CH:6][C:7]=1[N+:8]([O-:10])=[O:9])[CH2:11][O:12][Si:19]([CH:26]([CH3:28])[CH3:27])([CH:23]([CH3:25])[CH3:24])[CH:20]([CH3:22])[CH3:21]. (3) The catalyst is CO. The yield is 0.390. The product is [Si:25]([O:32][CH2:33][CH2:34][N:16]1[CH2:17][CH2:18][CH:14]([CH2:13][N:9]2[C:10]3[C:5](=[CH:4][C:3]([I:2])=[CH:12][CH:11]=3)[C:6](=[O:24])[C:7]([C:19]([O:21][CH2:22][CH3:23])=[O:20])=[CH:8]2)[CH2:15]1)([C:28]([CH3:31])([CH3:30])[CH3:29])([CH3:27])[CH3:26]. The reactants are Cl.[I:2][C:3]1[CH:4]=[C:5]2[C:10](=[CH:11][CH:12]=1)[N:9]([CH2:13][CH:14]1[CH2:18][CH2:17][NH:16][CH2:15]1)[CH:8]=[C:7]([C:19]([O:21][CH2:22][CH3:23])=[O:20])[C:6]2=[O:24].[Si:25]([O:32][CH2:33][CH:34]=O)([C:28]([CH3:31])([CH3:30])[CH3:29])([CH3:27])[CH3:26].C([BH3-])#N.[Na+].O. (4) The reactants are [NH2:1][C:2]1[CH:7]=[CH:6][CH:5]=[CH:4][CH:3]=1.Br[C:9]1[CH:17]=[CH:16][C:12]([C:13]([OH:15])=[O:14])=[CH:11][CH:10]=1.C(=O)([O-])[O-].[Cs+].[Cs+]. The catalyst is C1(C)C=CC=CC=1.C([O-])(=O)C.[Pd+2].C([O-])(=O)C.C1C=CC(P(C2C(C3C(P(C4C=CC=CC=4)C4C=CC=CC=4)=CC=C4C=3C=CC=C4)=C3C(C=CC=C3)=CC=2)C2C=CC=CC=2)=CC=1. The product is [C:2]1([NH:1][C:9]2[CH:17]=[CH:16][C:12]([C:13]([OH:15])=[O:14])=[CH:11][CH:10]=2)[CH:7]=[CH:6][CH:5]=[CH:4][CH:3]=1. The yield is 0.830. (5) The reactants are [CH:1]1([C:7]2[C:15]3[C:10](=[CH:11][C:12]([C:16]([O:18]C)=[O:17])=[CH:13][CH:14]=3)[N:9]([CH2:20][C:21]([OH:23])=O)[C:8]=2[C:24]2[CH:29]=[CH:28][CH:27]=[CH:26][CH:25]=2)[CH2:6][CH2:5][CH2:4][CH2:3][CH2:2]1.Cl.[CH3:31][NH:32][CH3:33].CN(C(ON1N=NC2C=CC=NC1=2)=[N+](C)C)C.F[P-](F)(F)(F)(F)F.CCN(C(C)C)C(C)C.B(Br)(Br)Br. The catalyst is CN(C=O)C.CCOC(C)=O. The product is [CH:1]1([C:7]2[C:15]3[C:10](=[CH:11][C:12]([C:16]([OH:18])=[O:17])=[CH:13][CH:14]=3)[N:9]([CH2:20][C:21]([N:32]([CH3:33])[CH3:31])=[O:23])[C:8]=2[C:24]2[CH:25]=[CH:26][CH:27]=[CH:28][CH:29]=2)[CH2:6][CH2:5][CH2:4][CH2:3][CH2:2]1. The yield is 0.700. (6) The reactants are [Cl:1][C:2]1[CH:7]=[C:6]([NH:8][C:9]2[C:18]3[C:13](=[CH:14][CH:15]=[CH:16][C:17]=3[O:19][CH2:20][C@@H:21]3[CH2:25][CH2:24][CH2:23][NH:22]3)[N:12]=[CH:11][N:10]=2)[CH:5]=[CH:4][C:3]=1[OH:26].[C:27](O)(=[O:30])[CH2:28][OH:29]. No catalyst specified. The product is [Cl:1][C:2]1[CH:7]=[C:6]([NH:8][C:9]2[C:18]3[C:13](=[CH:14][CH:15]=[CH:16][C:17]=3[O:19][CH2:20][C@@H:21]3[CH2:25][CH2:24][CH2:23][N:22]3[C:28](=[O:29])[CH2:27][OH:30])[N:12]=[CH:11][N:10]=2)[CH:5]=[CH:4][C:3]=1[OH:26]. The yield is 0.980. (7) The product is [S:1](=[O:30])(=[O:29])([O:3][CH2:4][C@H:5]1[CH2:6][CH2:7][C@H:8]([N:10]2[C:14]3[N:15]=[CH:16][N:17]=[C:18]([NH:19][C@@H:20]4[C:28]5[C:23](=[CH:24][CH:25]=[CH:26][CH:27]=5)[CH2:22][CH2:21]4)[C:13]=3[CH:12]=[CH:11]2)[CH2:9]1)[NH2:2]. The reactants are [S:1](=[O:30])(=[O:29])([O:3][CH2:4][C@@H:5]1[CH2:9][C@@H:8]([N:10]2[C:14]3[N:15]=[CH:16][N:17]=[C:18]([NH:19][C@@H:20]4[C:28]5[C:23](=[CH:24][CH:25]=[CH:26][CH:27]=5)[CH2:22][CH2:21]4)[C:13]=3[CH:12]=[CH:11]2)[CH:7]=[CH:6]1)[NH2:2]. The yield is 0.620. The catalyst is [Pd].CCOC(C)=O. (8) The reactants are [C:1]([C:3]1[C:8](=O)[NH:7][C:6](SC)=[N:5][C:4]=1[C:12]1[CH:17]=[CH:16][C:15]([Cl:18])=[C:14]([Cl:19])[CH:13]=1)#[N:2].ClC1C=C(C=CC=1Cl)C=O.[C:30](=[O:33])([O-])[O-].[K+].[K+].[C:36](CC(OCC)=O)#[N:37].S(O)(O)(=O)=O.[CH3:49][S:50][C:51](=[NH:53])N. The catalyst is CCO. The product is [CH3:36][NH:37][C:30]([C:49]1[S:50][C:51]2[N:53]=[C:6]([NH:7][CH3:8])[N:5]=[C:4]([C:12]3[CH:17]=[CH:16][C:15]([Cl:18])=[C:14]([Cl:19])[CH:13]=3)[C:3]=2[C:1]=1[NH2:2])=[O:33]. The yield is 0.500. (9) The reactants are CCN(C(C)C)C(C)C.[NH:10]([C:12]([C:14]1([CH2:17][NH:18][C:19](=[O:25])[O:20][C:21]([CH3:24])([CH3:23])[CH3:22])[CH2:16][CH2:15]1)=[O:13])[NH2:11].[CH2:26]([O:33][N:34]1[C:40](=[O:41])[N:39]2[CH2:42][C@H:35]1[CH2:36][CH2:37][CH:38]2[C:43](O)=[O:44])[C:27]1[CH:32]=[CH:31][CH:30]=[CH:29][CH:28]=1.CN(C(ON1N=NC2C=CC=NC1=2)=[N+](C)C)C.F[P-](F)(F)(F)(F)F. The catalyst is C(Cl)Cl. The product is [C:21]([O:20][C:19](=[O:25])[NH:18][CH2:17][C:14]1([C:12]([NH:10][NH:11][C:43]([CH:38]2[CH2:37][CH2:36][C@@H:35]3[CH2:42][N:39]2[C:40](=[O:41])[N:34]3[O:33][CH2:26][C:27]2[CH:32]=[CH:31][CH:30]=[CH:29][CH:28]=2)=[O:44])=[O:13])[CH2:16][CH2:15]1)([CH3:22])([CH3:24])[CH3:23]. The yield is 0.850. (10) The reactants are Br[C:2]1[CH:24]=[CH:23][CH:22]=[CH:21][C:3]=1[CH2:4][N:5]([CH:18]1[CH2:20][CH2:19]1)[C:6]([C:8]1[C:9]([CH:15]([F:17])[F:16])=[N:10][N:11]([CH3:14])[C:12]=1[F:13])=[O:7].C(=O)([O-])[O-].[K+].[K+].[CH3:31][C:32]1[CH:33]=[C:34](B(O)O)[S:35][CH:36]=1. The catalyst is O1CCOCC1.O. The product is [CH:18]1([N:5]([CH2:4][C:3]2[CH:21]=[CH:22][CH:23]=[CH:24][C:2]=2[C:34]2[S:35][CH:36]=[C:32]([CH3:31])[CH:33]=2)[C:6]([C:8]2[C:9]([CH:15]([F:17])[F:16])=[N:10][N:11]([CH3:14])[C:12]=2[F:13])=[O:7])[CH2:20][CH2:19]1. The yield is 0.710.